This data is from Reaction yield outcomes from USPTO patents with 853,638 reactions. The task is: Predict the reaction yield, written as a fraction of the theoretical maximum amount of product (1.0 means a 100% yield; for example, 0.34 means a 34% yield). (1) The product is [CH2:11]([O:10][C:8](=[O:9])[C@@H:13]([O:15][CH2:16][CH3:17])[CH2:14][C:63]1[CH:64]=[CH:65][C:66]([O:47][CH2:46]/[CH:45]=[C:44](\[CH3:48])/[C:43]#[C:42][C:39]2[CH:40]=[CH:41][C:36]([C:35]#[C:34]/[C:33](/[CH3:49])=[CH:32]/[CH2:31][O:25][C:22]3[CH:21]=[CH:20][C:19]([CH2:18][C@H:17]([O:26][CH2:27][CH3:28])[C:16]([O:15][CH2:13][CH3:14])=[O:29])=[CH:24][CH:23]=3)=[CH:37][CH:38]=2)=[CH:67][CH:68]=1)[CH3:12]. The reactants are N([C:8]([O:10][CH2:11][CH3:12])=[O:9])=N[C:8]([O:10][CH2:11][CH3:12])=[O:9].[CH2:13]([O:15][C:16](=[O:29])[C@@H:17]([O:26][CH2:27][CH3:28])[CH2:18][C:19]1[CH:24]=[CH:23][C:22]([OH:25])=[CH:21][CH:20]=1)[CH3:14].O[CH2:31]/[CH:32]=[C:33](\[CH3:49])/[C:34]#[C:35][C:36]1[CH:41]=[CH:40][C:39]([C:42]#[C:43]/[C:44](/[CH3:48])=[CH:45]/[CH2:46][OH:47])=[CH:38][CH:37]=1.[C:63]1(P([C:63]2[CH:68]=[CH:67][CH:66]=[CH:65][CH:64]=2)[C:63]2[CH:68]=[CH:67][CH:66]=[CH:65][CH:64]=2)[CH:68]=[CH:67][CH:66]=[CH:65][CH:64]=1. The yield is 0.820. The catalyst is C1COCC1.O. (2) The reactants are [N:1]([C@@H:4]([C@@H:19]([C:23]1[CH:28]=[CH:27][C:26]([Cl:29])=[CH:25][CH:24]=1)[CH:20]([CH3:22])[CH3:21])[C:5](N1[C@@H](C2C=CC=CC=2)COC1=O)=[O:6])=[N+:2]=[N-:3].[OH:30]O.[Li+].[OH-]. The catalyst is C1COCC1.O. The product is [N:1]([C@@H:4]([C@@H:19]([C:23]1[CH:28]=[CH:27][C:26]([Cl:29])=[CH:25][CH:24]=1)[CH:20]([CH3:22])[CH3:21])[C:5]([OH:6])=[O:30])=[N+:2]=[N-:3]. The yield is 0.980. (3) The reactants are C[O-].[Na+].[N+:4]([C:7]1[CH:8]=[C:9]2[C:13](=[CH:14][CH:15]=1)[NH:12][CH:11]=[CH:10]2)([O-:6])=[O:5].O=[C:17]1[CH2:22][CH2:21][N:20]([C:23]([O:25][C:26]([CH3:29])([CH3:28])[CH3:27])=[O:24])[CH2:19][CH2:18]1.C(OCC)(=O)C. The catalyst is CO.CCCCCC.O. The product is [N+:4]([C:7]1[CH:8]=[C:9]2[C:13](=[CH:14][CH:15]=1)[NH:12][CH:11]=[C:10]2[C:17]1[CH2:22][CH2:21][N:20]([C:23]([O:25][C:26]([CH3:29])([CH3:28])[CH3:27])=[O:24])[CH2:19][CH:18]=1)([O-:6])=[O:5]. The yield is 0.870. (4) The reactants are [CH2:1]1[O:3][C@@H:2]1[CH2:4][OH:5].C1(P(C2C=CC=CC=2)C2C=CC=CC=2)C=CC=CC=1.[F:25][C:26]1[CH:27]=[CH:28][C:29]([N+:33]([O-:35])=[O:34])=[C:30](O)[CH:31]=1.CCOC(/N=N/C(OCC)=O)=O. The catalyst is C1COCC1. The product is [F:25][C:26]1[CH:31]=[CH:30][C:29]([N+:33]([O-:35])=[O:34])=[C:28]([CH:27]=1)[O:5][CH2:4][C@@H:2]1[CH2:1][O:3]1. The yield is 0.710. (5) The reactants are O[C@H:2]1[CH2:7][CH2:6][C@H:5]([C:8]([O:10][C:11]([CH3:14])([CH3:13])[CH3:12])=[O:9])[C@@H:4]([C:15]([O:17][CH3:18])=[O:16])[CH2:3]1.[CH:19]1([NH2:22])[CH2:21][CH2:20]1.[C:23](O)(=O)C.C([BH3-])#N.[Na+]. The catalyst is CO. The product is [CH:19]1([NH:22][CH2:23][CH:2]2[CH2:7][CH2:6][C@H:5]([C:8]([O:10][C:11]([CH3:14])([CH3:13])[CH3:12])=[O:9])[C@@H:4]([C:15]([O:17][CH3:18])=[O:16])[CH2:3]2)[CH2:21][CH2:20]1. The yield is 0.688. (6) The catalyst is C(N(CC)CC)C.CCOC(C)=O.C([O-])(=O)C.[Pd+2].C([O-])(=O)C. The reactants are Br[C:2]1[CH:3]=[N:4][CH:5]=[C:6]([C:8]([F:11])([F:10])[F:9])[CH:7]=1.[C:12]([N:16]1[C@H:20]([C:21]2[CH:26]=[CH:25][CH:24]=[CH:23][CH:22]=2)[CH2:19][O:18][C:17]1=[O:27])(=[O:15])[CH:13]=[CH2:14].CN(C=O)C. The product is [C:21]1([C@@H:20]2[CH2:19][O:18][C:17](=[O:27])[N:16]2[C:12](=[O:15])/[CH:13]=[CH:14]/[C:2]2[CH:3]=[N:4][CH:5]=[C:6]([C:8]([F:11])([F:10])[F:9])[CH:7]=2)[CH:22]=[CH:23][CH:24]=[CH:25][CH:26]=1. The yield is 0.460. (7) The reactants are O1C2C=CC=CC=2OB1.[Br:10][C:11]1[C:12]([N:27]2[CH2:30][CH:29]([CH:31]([CH3:33])[CH3:32])[CH2:28]2)=[C:13]([C:19](=[O:26])[C:20]([O:22][CH:23]([CH3:25])[CH3:24])=[O:21])[C:14]([CH3:18])=[N:15][C:16]=1[CH3:17].CB1N2CCC[C@@H]2C(C2C=CC=CC=2)(C2C=CC=CC=2)O1. The catalyst is C1(C)C=CC=CC=1. The product is [Br:10][C:11]1[C:12]([N:27]2[CH2:30][CH:29]([CH:31]([CH3:33])[CH3:32])[CH2:28]2)=[C:13]([C@H:19]([OH:26])[C:20]([O:22][CH:23]([CH3:25])[CH3:24])=[O:21])[C:14]([CH3:18])=[N:15][C:16]=1[CH3:17]. The yield is 0.710. (8) The reactants are Cl[C:2]1[C:3](=[O:15])[N:4](C2CCCCO2)[N:5]=[CH:6][C:7]=1Cl.[F:16][C:17]1[CH:18]=[C:19]([OH:23])[CH:20]=[CH:21][CH:22]=1.C[O:25][C:26](=[O:35])[CH:27](Br)[CH2:28][CH:29]1[CH2:33][CH2:32][CH2:31][CH2:30]1. No catalyst specified. The product is [CH:29]1([CH2:28][CH:27]([N:4]2[C:3](=[O:15])[CH:2]=[C:7]([O:23][C:19]3[CH:20]=[CH:21][CH:22]=[C:17]([F:16])[CH:18]=3)[CH:6]=[N:5]2)[C:26]([OH:25])=[O:35])[CH2:33][CH2:32][CH2:31][CH2:30]1. The yield is 0.710. (9) The reactants are [Cl:1][C:2]1[C:3]([F:31])=[C:4]([C@@H:8]2[C@:12]([C:15]3[CH:20]=[CH:19][C:18]([Cl:21])=[CH:17][C:16]=3[F:22])([C:13]#[N:14])[C@H:11]([CH2:23][C:24]([CH3:27])([CH3:26])[CH3:25])[NH:10][C@H:9]2[C:28]([OH:30])=O)[CH:5]=[CH:6][CH:7]=1.[NH2:32][C:33]1[CH:34]=[C:35]2[C:39](=[CH:40][CH:41]=1)[NH:38][C:37]([C:42]([O:44][CH2:45][CH3:46])=[O:43])=[CH:36]2.CN(C(ON1N=NC2C=CC=NC1=2)=[N+](C)C)C.F[P-](F)(F)(F)(F)F.CCN(C(C)C)C(C)C. The catalyst is C(Cl)Cl. The product is [CH2:45]([O:44][C:42]([C:37]1[NH:38][C:39]2[C:35]([CH:36]=1)=[CH:34][C:33]([NH:32][C:28]([C@H:9]1[C@H:8]([C:4]3[CH:5]=[CH:6][CH:7]=[C:2]([Cl:1])[C:3]=3[F:31])[C@:12]([C:15]3[CH:20]=[CH:19][C:18]([Cl:21])=[CH:17][C:16]=3[F:22])([C:13]#[N:14])[C@H:11]([CH2:23][C:24]([CH3:25])([CH3:27])[CH3:26])[NH:10]1)=[O:30])=[CH:41][CH:40]=2)=[O:43])[CH3:46]. The yield is 0.176.